This data is from Full USPTO retrosynthesis dataset with 1.9M reactions from patents (1976-2016). The task is: Predict the reactants needed to synthesize the given product. (1) The reactants are: [Cl:1][C:2]1[CH:7]=[CH:6][CH:5]=[C:4]([F:8])[C:3]=1[C:9]1[NH:13][C:12](=[O:14])[N:11]([C:15]2[CH:24]=[CH:23][C:18]([C:19](OC)=[O:20])=[C:17]([O:25][CH3:26])[CH:16]=2)[N:10]=1.[NH:27]1[C:31]2[CH:32]=[CH:33][CH:34]=[CH:35][C:30]=2[N:29]=[C:28]1[NH2:36].C[Al](C)C. Given the product [NH:27]1[C:31]2[CH:32]=[CH:33][CH:34]=[CH:35][C:30]=2[N:29]=[C:28]1[NH:36][C:19](=[O:20])[C:18]1[CH:23]=[CH:24][C:15]([N:11]2[C:12](=[O:14])[NH:13][C:9]([C:3]3[C:4]([F:8])=[CH:5][CH:6]=[CH:7][C:2]=3[Cl:1])=[N:10]2)=[CH:16][C:17]=1[O:25][CH3:26], predict the reactants needed to synthesize it. (2) Given the product [CH3:1][C:2]1[CH:7]=[CH:6][C:5]([S:8]([O:11][CH2:12][CH:13]2[CH2:17][C:16]3[CH:18]=[CH:19][CH:20]=[C:21]([C:28]4[CH:29]=[CH:30][C:25]([O:24][CH3:23])=[CH:26][CH:27]=4)[C:15]=3[O:14]2)(=[O:10])=[O:9])=[CH:4][CH:3]=1, predict the reactants needed to synthesize it. The reactants are: [CH3:1][C:2]1[CH:7]=[CH:6][C:5]([S:8]([O:11][CH2:12][CH:13]2[CH2:17][C:16]3[CH:18]=[CH:19][CH:20]=[C:21](Br)[C:15]=3[O:14]2)(=[O:10])=[O:9])=[CH:4][CH:3]=1.[CH3:23][O:24][C:25]1[CH:30]=[CH:29][C:28](B(O)O)=[CH:27][CH:26]=1.C(=O)([O-])[O-].[K+].[K+]. (3) The reactants are: [CH2:1]([O:3][C:4]#[C:5][C:6]1[CH:7]=[C:8]([O:23][C:24]([F:27])([F:26])[F:25])[CH:9]=[C:10]2[C:15]=1[O:14][CH:13]([C:16]([F:19])([F:18])[F:17])[C:12]([C:20]([OH:22])=[O:21])=[CH:11]2)[CH3:2].[OH:28]S(O)(=O)=O. Given the product [CH2:1]([O:3][C:4](=[O:28])[CH2:5][C:6]1[CH:7]=[C:8]([O:23][C:24]([F:25])([F:27])[F:26])[CH:9]=[C:10]2[C:15]=1[O:14][CH:13]([C:16]([F:17])([F:18])[F:19])[C:12]([C:20]([OH:22])=[O:21])=[CH:11]2)[CH3:2], predict the reactants needed to synthesize it. (4) Given the product [Cl:35][C:32]([Cl:33])([Cl:34])[C:31]([N:28]1[CH2:29][CH2:30][N:25]([C:16]2[CH:17]=[C:18]([S:21]([N:6]3[C:7]4[C:3](=[C:2]([F:1])[CH:10]=[CH:9][CH:8]=4)[CH:4]=[CH:5]3)(=[O:22])=[O:23])[CH:19]=[CH:20][C:15]=2[O:14][CH3:13])[CH2:26][CH2:27]1)=[O:36], predict the reactants needed to synthesize it. The reactants are: [F:1][C:2]1[CH:10]=[CH:9][CH:8]=[C:7]2[C:3]=1[CH:4]=[CH:5][NH:6]2.[H-].[Na+].[CH3:13][O:14][C:15]1[CH:20]=[CH:19][C:18]([S:21](Cl)(=[O:23])=[O:22])=[CH:17][C:16]=1[N:25]1[CH2:30][CH2:29][N:28]([C:31](=[O:36])[C:32]([Cl:35])([Cl:34])[Cl:33])[CH2:27][CH2:26]1. (5) Given the product [CH2:44]([NH:46][C:17]([CH2:16][C@@H:15]([NH:14][C:12]([C:8]1[C:7](=[O:34])[N:6]([CH2:5][C:4]2[CH:35]=[CH:36][C:37]([F:38])=[C:2]([F:1])[CH:3]=2)[CH:11]=[CH:10][CH:9]=1)=[O:13])[C:20]1[S:21][C:22]([C:25]2[C:33]3[C:28](=[N:29][CH:30]=[CH:31][CH:32]=3)[NH:27][CH:26]=2)=[CH:23][CH:24]=1)=[O:18])[CH3:45], predict the reactants needed to synthesize it. The reactants are: [F:1][C:2]1[CH:3]=[C:4]([CH:35]=[CH:36][C:37]=1[F:38])[CH2:5][N:6]1[CH:11]=[CH:10][CH:9]=[C:8]([C:12]([NH:14][C@@H:15]([C:20]2[S:21][C:22]([C:25]3[C:33]4[C:28](=[N:29][CH:30]=[CH:31][CH:32]=4)[NH:27][CH:26]=3)=[CH:23][CH:24]=2)[CH2:16][C:17](O)=[O:18])=[O:13])[C:7]1=[O:34].CN(C)C=O.[CH2:44]([NH2:46])[CH3:45].F[P-](F)(F)(F)(F)F.C[N+](C)=C(N(C)C)ON1C2N=CC=CC=2N=N1.